This data is from Full USPTO retrosynthesis dataset with 1.9M reactions from patents (1976-2016). The task is: Predict the reactants needed to synthesize the given product. (1) Given the product [OH:1][C:2]1[C:11]([C:12]([O:14][CH2:19][CH2:20][CH3:21])=[O:13])=[CH:10][C:9]2[C:4](=[CH:5][CH:6]=[CH:7][CH:8]=2)[CH:3]=1, predict the reactants needed to synthesize it. The reactants are: [OH:1][C:2]1[C:11]([C:12]([OH:14])=[O:13])=[CH:10][C:9]2[C:4](=[CH:5][CH:6]=[CH:7][CH:8]=2)[CH:3]=1.S(Cl)(Cl)=O.[CH2:19](O)[CH2:20][CH3:21]. (2) Given the product [Br:17][C:18]1[CH:19]=[C:20]2[C:24](=[CH:25][CH:26]=1)[N:23]([CH2:27][C:28]1[CH:33]=[CH:32][CH:31]=[CH:30][N:29]=1)[C:22](=[O:34])[C:21]2([OH:35])[C:9]1[C:8]([OH:11])=[CH:7][C:3]2[O:4][CH2:5][CH2:6][O:1][C:2]=2[CH:10]=1, predict the reactants needed to synthesize it. The reactants are: [O:1]1[CH2:6][CH2:5][O:4][C:3]2[CH:7]=[C:8]([OH:11])[CH:9]=[CH:10][C:2]1=2.C([Mg]Cl)(C)C.[Br:17][C:18]1[CH:19]=[C:20]2[C:24](=[CH:25][CH:26]=1)[N:23]([CH2:27][C:28]1[CH:33]=[CH:32][CH:31]=[CH:30][N:29]=1)[C:22](=[O:34])[C:21]2=[O:35].[Cl-].[NH4+].